From a dataset of Drug-target binding data from BindingDB using IC50 measurements. Regression. Given a target protein amino acid sequence and a drug SMILES string, predict the binding affinity score between them. We predict pIC50 (pIC50 = -log10(IC50 in M); higher means more potent). Dataset: bindingdb_ic50. The compound is Cn1cc(C(=O)c2ccccc2)cc1/C=C/C(=O)NO. The target protein (O09106) has sequence MAQTQGTKRKVCYYYDGDVGNYYYGQGHPMKPHRIRMTHNLLLNYGLYRKMEIYRPHKANAEEMTKYHSDDYIKFLRSIRPDNMSEYSKQMQRFNVGEDCPVFDGLFEFCQLSTGGSVASAVKLNKQQTDIAVNWAGGLHHAKKSEASGFCYVNDIVLAILELLKYHQRVLYIDIDIHHGDGVEEAFYTTDRVMTVSFHKYGEYFPGTGDLRDIGAGKGKYYAVNYPLRDGIDDESYEAIFKPVMSKVMEMFQPSAVVLQCGSDSLSGDRLGCFNLTIKGHAKCVEFVKSFNLPMLMLGGGGYTIRNVARCWTYETAVALDTEIPNELPYNDYFEYFGPDFKLHISPSNMTNQNTNEYLEKIKQRLFENLRMLPHAPGVQMQAIPEDAIPEESGDEDEEDPDKRISICSSDKRIACEEEFSDSDEEGEGGRKNSSNFKKAKRVKTEDEKEKDPEEKKEVTEEEKTKEEKPEAKGVKEEVKLA. The pIC50 is 5.3.